From a dataset of Catalyst prediction with 721,799 reactions and 888 catalyst types from USPTO. Predict which catalyst facilitates the given reaction. (1) Reactant: [F:1][C:2]([F:12])([F:11])[C:3]1[CH:10]=[CH:9][C:6]([CH:7]=[O:8])=[CH:5][N:4]=1.[N+:13]([CH:15](S(C1C=CC(C)=CC=1)(=O)=O)[CH3:16])#[C-:14].C([O-])([O-])=O.[K+].[K+]. Product: [CH3:16][C:15]1[N:13]=[CH:14][O:8][C:7]=1[C:6]1[CH:9]=[CH:10][C:3]([C:2]([F:1])([F:11])[F:12])=[N:4][CH:5]=1. The catalyst class is: 5. (2) Reactant: [Cl:1][C:2]1[CH:7]=[CH:6][C:5]([C:8]2[N:12]([C:13]3[CH:18]=[CH:17][C:16]([Cl:19])=[CH:15][C:14]=3[Cl:20])[N:11]=[C:10]([CH2:21][OH:22])[C:9]=2[CH3:23])=[CH:4][CH:3]=1.[H-].[Na+].[CH2:26]([O:28][C:29](=[O:34])[C:30](Br)([CH3:32])[CH3:31])[CH3:27]. Product: [CH2:26]([O:28][C:29](=[O:34])[C:30]([O:22][CH2:21][C:10]1[C:9]([CH3:23])=[C:8]([C:5]2[CH:4]=[CH:3][C:2]([Cl:1])=[CH:7][CH:6]=2)[N:12]([C:13]2[CH:18]=[CH:17][C:16]([Cl:19])=[CH:15][C:14]=2[Cl:20])[N:11]=1)([CH3:32])[CH3:31])[CH3:27]. The catalyst class is: 589. (3) Reactant: [CH3:1][NH:2][C:3]([O:5][CH2:6][C:7]1[CH:8]=[C:9]([C:13]2[CH2:19][C@H:18]3[N:15]([C:16](=[O:30])[C@@H:17]3[C@H:20]([O:22][Si](CC)(CC)CC)[CH3:21])[C:14]=2[C:31]([O:33][CH2:34][CH:35]=[CH2:36])=[O:32])[CH:10]=[CH:11][CH:12]=1)=[O:4].FC(F)(F)S(O)(=O)=O.C(=O)([O-])O.[Na+]. Product: [OH:22][C@@H:20]([C@H:17]1[C:16](=[O:30])[N:15]2[C@@H:18]1[CH2:19][C:13]([C:9]1[CH:10]=[CH:11][CH:12]=[C:7]([CH2:6][O:5][C:3]([NH:2][CH3:1])=[O:4])[CH:8]=1)=[C:14]2[C:31]([O:33][CH2:34][CH:35]=[CH2:36])=[O:32])[CH3:21]. The catalyst class is: 20. (4) Reactant: [NH2:1][C:2]1[CH:11]=[CH:10][C:9]2[C:8]3=[CH:12][CH:13]=[N:14][N:7]3[CH2:6][CH2:5][C:4]=2[C:3]=1[C:15]([O:17][CH3:18])=[O:16].[Br:19][C:20]1[CH:25]=[C:24]([F:26])[CH:23]=[CH:22][C:21]=1[S:27](Cl)(=[O:29])=[O:28]. Product: [Br:19][C:20]1[CH:25]=[C:24]([F:26])[CH:23]=[CH:22][C:21]=1[S:27]([NH:1][C:2]1[CH:11]=[CH:10][C:9]2[C:8]3=[CH:12][CH:13]=[N:14][N:7]3[CH2:6][CH2:5][C:4]=2[C:3]=1[C:15]([O:17][CH3:18])=[O:16])(=[O:29])=[O:28]. The catalyst class is: 298.